Dataset: Ames mutagenicity test results for genotoxicity prediction. Task: Regression/Classification. Given a drug SMILES string, predict its toxicity properties. Task type varies by dataset: regression for continuous values (e.g., LD50, hERG inhibition percentage) or binary classification for toxic/non-toxic outcomes (e.g., AMES mutagenicity, cardiotoxicity, hepatotoxicity). Dataset: ames. (1) The drug is CC(=O)N1CCCC1C(=O)N(CC(=O)O)N=O. The result is 1 (mutagenic). (2) The molecule is Cc1c2ccccc2c(C)c2c1ccc1ccccc12. The result is 1 (mutagenic). (3) The compound is CN(C)CCCl. The result is 1 (mutagenic). (4) The result is 1 (mutagenic). The compound is Nc1cccc2nc3c(N)cccc3nc12. (5) The molecule is CCCCN(CC(O)CC)N=O. The result is 1 (mutagenic). (6) The drug is Nc1cc(S(=O)(=O)O)cc2cc(S(=O)(=O)O)c(N=Nc3ccccc3)c(O)c12. The result is 0 (non-mutagenic).